From a dataset of Forward reaction prediction with 1.9M reactions from USPTO patents (1976-2016). Predict the product of the given reaction. (1) The product is: [CH2:21]([O:23][C:24]1[CH:31]=[C:30]([CH:29]=[CH:28][C:25]=1[CH3:26])[CH2:32][N:1]1[CH2:6][CH2:5][CH:4]([NH:7][C:8]([C:10]2[CH:11]=[C:12]([O:16][S:17]([CH3:20])(=[O:18])=[O:19])[CH:13]=[CH:14][CH:15]=2)=[O:9])[CH2:3][CH2:2]1)[CH3:22]. Given the reactants [NH:1]1[CH2:6][CH2:5][CH:4]([NH:7][C:8]([C:10]2[CH:11]=[C:12]([O:16][S:17]([CH3:20])(=[O:19])=[O:18])[CH:13]=[CH:14][CH:15]=2)=[O:9])[CH2:3][CH2:2]1.[CH2:21]([O:23][C:24]1[CH:31]=[C:30]([CH3:32])[CH:29]=[CH:28][C:25]=1[CH:26]=O)[CH3:22].[CH2:21]([O:23][C:24]1[CH:31]=[C:30]([CH:29]=[CH:28][C:25]=1[CH3:26])[CH2:32]N1CCC(NC(=O)C2C=C(C)C=NC=2)CC1)[CH3:22].[BH3-]C#N.[Na+], predict the reaction product. (2) Given the reactants CO[C:3](=[O:12])[C:4]1[CH:9]=[CH:8][CH:7]=[CH:6][C:5]=1[CH2:10]Br.[O:13]([C:20]1[CH:27]=[CH:26][C:23]([CH2:24][NH2:25])=[CH:22][CH:21]=1)[C:14]1[CH:19]=[CH:18][CH:17]=[CH:16][CH:15]=1.C([O-])([O-])=O.[K+].[K+].C(OCC)(=O)C, predict the reaction product. The product is: [O:13]([C:20]1[CH:21]=[CH:22][C:23]([CH2:24][N:25]2[CH2:10][C:5]3[C:4](=[CH:9][CH:8]=[CH:7][CH:6]=3)[C:3]2=[O:12])=[CH:26][CH:27]=1)[C:14]1[CH:15]=[CH:16][CH:17]=[CH:18][CH:19]=1. (3) Given the reactants [CH2:1]([NH:3][CH2:4][CH2:5][C:6]#[N:7])[CH3:2].[C:8](OC([O-])=O)([O:10][C:11]([CH3:14])([CH3:13])[CH3:12])=[O:9].[H-].[H-].[H-].[H-].[Li+].[Al+3], predict the reaction product. The product is: [NH2:7][CH2:6][CH2:5][CH2:4][N:3]([CH2:1][CH3:2])[C:8](=[O:9])[O:10][C:11]([CH3:14])([CH3:13])[CH3:12].